From a dataset of Reaction yield outcomes from USPTO patents with 853,638 reactions. Predict the reaction yield, written as a fraction of the theoretical maximum amount of product (1.0 means a 100% yield; for example, 0.34 means a 34% yield). The reactants are [N+:1]([C:4]1[CH:5]=[CH:6][C:7]([N:10]2[CH2:14][CH2:13][C@@H:12]([OH:15])[CH2:11]2)=[N:8][CH:9]=1)([O-])=O. The catalyst is CO.[Pd]. The product is [NH2:1][C:4]1[CH:5]=[CH:6][C:7]([N:10]2[CH2:14][CH2:13][C@@H:12]([OH:15])[CH2:11]2)=[N:8][CH:9]=1. The yield is 0.990.